Dataset: Catalyst prediction with 721,799 reactions and 888 catalyst types from USPTO. Task: Predict which catalyst facilitates the given reaction. (1) Reactant: [H-].[Al+3].[Li+].[H-].[H-].[H-].C([O:9][C:10]([C:12]1([C:21]#[N:22])[CH2:20][C:19]2[C:14](=[CH:15][CH:16]=[CH:17][CH:18]=2)[CH2:13]1)=O)C.O.[OH-].[Na+]. Product: [NH2:22][CH2:21][C:12]1([CH2:10][OH:9])[CH2:20][C:19]2[C:14](=[CH:15][CH:16]=[CH:17][CH:18]=2)[CH2:13]1. The catalyst class is: 469. (2) Reactant: [N:1]12[CH2:8][CH2:7][C:4]([C:9]([C:17]3[CH:22]=[CH:21][CH:20]=[CH:19][CH:18]=3)([C:11]3[CH:16]=[CH:15][CH:14]=[CH:13][CH:12]=3)[OH:10])([CH2:5][CH2:6]1)[CH2:3][CH2:2]2.[O:23]1[C:27]2[CH:28]=[CH:29][CH:30]=[CH:31][C:26]=2[CH:25]=[C:24]1[C:32](=[O:35])[CH2:33][Br:34].CC#N. Product: [Br-:34].[O:23]1[C:27]2[CH:28]=[CH:29][CH:30]=[CH:31][C:26]=2[CH:25]=[C:24]1[C:32](=[O:35])[CH2:33][N+:1]12[CH2:6][CH2:5][C:4]([C:9]([OH:10])([C:17]3[CH:22]=[CH:21][CH:20]=[CH:19][CH:18]=3)[C:11]3[CH:12]=[CH:13][CH:14]=[CH:15][CH:16]=3)([CH2:3][CH2:2]1)[CH2:7][CH2:8]2. The catalyst class is: 22. (3) Reactant: [NH2:1][CH2:2][CH2:3][CH2:4][CH2:5][CH2:6][CH2:7][NH:8][C:9](=[O:39])[CH:10]([NH:28][O:29][C:30]([CH2:32][C:33]1[CH:38]=[CH:37][CH:36]=[CH:35][CH:34]=1)=[O:31])[CH2:11][CH2:12][CH2:13][NH:14][C:15]([NH:17][S:18]([C:21]1[CH:27]=[CH:26][C:24]([CH3:25])=[CH:23][CH:22]=1)(=[O:20])=[O:19])=[NH:16].C(N=C=NCCCN(C)C)C.[CH3:51][CH2:52][C:53]([C:55]([C:57]1[CH:58]=[CH:59][C:60]([O:65][CH2:66][C:67](O)=[O:68])=[C:61]([Cl:64])[C:62]=1[Cl:63])=[O:56])=[CH2:54].C(N(CC)CC)C. Product: [Cl:64][C:61]1[C:62]([Cl:63])=[C:57]([C:55](=[O:56])[C:53](=[CH2:54])[CH2:52][CH3:51])[CH:58]=[CH:59][C:60]=1[O:65][CH2:66][C:67]([NH:1][CH2:2][CH2:3][CH2:4][CH2:5][CH2:6][CH2:7][NH:8][C:9](=[O:39])[CH:10]([NH:28][O:29][C:30]([CH2:32][C:33]1[CH:38]=[CH:37][CH:36]=[CH:35][CH:34]=1)=[O:31])[CH2:11][CH2:12][CH2:13][NH:14][C:15]([NH:17][S:18]([C:21]1[CH:22]=[CH:23][C:24]([CH3:25])=[CH:26][CH:27]=1)(=[O:20])=[O:19])=[NH:16])=[O:68]. The catalyst class is: 3. (4) The catalyst class is: 330. Product: [Br:1][C:2]1[C:3]([N:27]([CH3:31])[CH2:28][CH2:29][OH:30])=[C:4]2[C:10]([C:11]3[CH:16]=[CH:15][CH:14]=[CH:13][C:12]=3[O:17][CH3:18])=[CH:9][NH:8][C:5]2=[N:6][CH:7]=1. Reactant: [Br:1][C:2]1[C:3]([N:27]([CH3:31])[CH2:28][CH2:29][OH:30])=[C:4]2[C:10]([C:11]3[CH:16]=[CH:15][CH:14]=[CH:13][C:12]=3[O:17][CH3:18])=[CH:9][N:8](COCC[Si](C)(C)C)[C:5]2=[N:6][CH:7]=1. (5) Reactant: Cl[C:2]1[N:7]=[C:6]([CH3:8])[C:5]([CH3:9])=[CH:4][CH:3]=1.[NH2:10][C@@H:11]1[CH2:16][CH2:15][C@H:14]([NH:17][C:18](=[O:27])[C:19]2[CH:24]=[CH:23][C:22]([F:25])=[C:21]([Cl:26])[CH:20]=2)[CH2:13][CH2:12]1.C(O)CCC.C([O-])(O)=O.[Na+]. Product: [Cl:26][C:21]1[CH:20]=[C:19]([CH:24]=[CH:23][C:22]=1[F:25])[C:18]([NH:17][C@H:14]1[CH2:13][CH2:12][C@@H:11]([NH:10][C:2]2[CH:3]=[CH:4][C:5]([CH3:9])=[C:6]([CH3:8])[N:7]=2)[CH2:16][CH2:15]1)=[O:27]. The catalyst class is: 22. (6) Reactant: [Cl:1][C:2]1[C:3]([F:31])=[C:4]([CH:8]2[C:12]([C:15]3[CH:20]=[CH:19][C:18]([Cl:21])=[CH:17][C:16]=3[F:22])([C:13]#[N:14])[CH:11]([CH2:23][C:24]([CH3:27])([CH3:26])[CH3:25])[NH:10][CH:9]2[C:28]([OH:30])=O)[CH:5]=[CH:6][CH:7]=1.CN(C(ON1N=NC2C=CC=NC1=2)=[N+](C)C)C.F[P-](F)(F)(F)(F)F.CCN(C(C)C)C(C)C.[NH:65]1[C:69]([C:70]2[CH:75]=[CH:74][C:73]([NH2:76])=[CH:72][CH:71]=2)=[N:68][N:67]=[N:66]1. Product: [NH:68]1[C:69]([C:70]2[CH:75]=[CH:74][C:73]([NH:76][C:28]([CH:9]3[CH:8]([C:4]4[CH:5]=[CH:6][CH:7]=[C:2]([Cl:1])[C:3]=4[F:31])[C:12]([C:15]4[CH:20]=[CH:19][C:18]([Cl:21])=[CH:17][C:16]=4[F:22])([C:13]#[N:14])[CH:11]([CH2:23][C:24]([CH3:27])([CH3:25])[CH3:26])[NH:10]3)=[O:30])=[CH:72][CH:71]=2)=[N:65][N:66]=[N:67]1. The catalyst class is: 2. (7) Reactant: [CH2:1]([C:3]1[O:4][C:5]2[CH:11]=[C:10]([C:12](O)=[O:13])[CH:9]=[C:8]([O:15][C:16]3[CH:21]=[CH:20][C:19]([S:22]([CH3:25])(=[O:24])=[O:23])=[CH:18][CH:17]=3)[C:6]=2[CH:7]=1)[CH3:2].CN(C(ON1N=NC2C=CC=NC1=2)=[N+](C)C)C.F[P-](F)(F)(F)(F)F.CCN(C(C)C)C(C)C.[CH3:59][N:60]1[CH:64]=[CH:63][C:62]([NH2:65])=[N:61]1. Product: [CH2:1]([C:3]1[O:4][C:5]2[CH:11]=[C:10]([C:12]([NH:65][C:62]3[CH:63]=[CH:64][N:60]([CH3:59])[N:61]=3)=[O:13])[CH:9]=[C:8]([O:15][C:16]3[CH:21]=[CH:20][C:19]([S:22]([CH3:25])(=[O:23])=[O:24])=[CH:18][CH:17]=3)[C:6]=2[CH:7]=1)[CH3:2]. The catalyst class is: 18.